Dataset: Catalyst prediction with 721,799 reactions and 888 catalyst types from USPTO. Task: Predict which catalyst facilitates the given reaction. (1) Reactant: Cl[CH2:2][C:3]1[O:4][C:5]([C:8]2[CH:13]=[CH:12][C:11]([CH3:14])=[CH:10][CH:9]=2)=[N:6][N:7]=1.[Cl:15][C:16]1[CH:21]=[CH:20][CH:19]=[CH:18][C:17]=1[N:22]1[C:26]([C:27]2[CH:32]=[CH:31][N:30]=[CH:29][N:28]=2)=[N:25][N:24]=[C:23]1[SH:33].C([O-])([O-])=O.[K+].[K+]. Product: [C:11]1([CH3:14])[CH:12]=[CH:13][C:8]([C:5]2[O:4][C:3]([CH2:2][S:33][C:23]3[N:22]([C:17]4[CH:18]=[CH:19][CH:20]=[CH:21][C:16]=4[Cl:15])[C:26]([C:27]4[CH:32]=[CH:31][N:30]=[CH:29][N:28]=4)=[N:25][N:24]=3)=[N:7][N:6]=2)=[CH:9][CH:10]=1. The catalyst class is: 10. (2) Reactant: Br[C:2]1[C:3](=[O:32])[N:4]([CH2:24][CH2:25][C:26]2[CH:31]=[CH:30][CH:29]=[CH:28][CH:27]=2)[C:5]([C:9]2[CH:14]=[CH:13][CH:12]=[C:11]([F:15])[C:10]=2[O:16][CH2:17][C:18]2[CH:23]=[CH:22][CH:21]=[CH:20][CH:19]=2)=[N:6][C:7]=1[CH3:8].[F-].[Cs+].C([Sn](CCCC)(CCCC)[C:40]1[S:41][CH:42]=[CH:43][CH:44]=1)CCC. Product: [F:15][C:11]1[C:10]([O:16][CH2:17][C:18]2[CH:23]=[CH:22][CH:21]=[CH:20][CH:19]=2)=[C:9]([C:5]2[N:4]([CH2:24][CH2:25][C:26]3[CH:31]=[CH:30][CH:29]=[CH:28][CH:27]=3)[C:3](=[O:32])[C:2]([C:40]3[S:41][CH:42]=[CH:43][CH:44]=3)=[C:7]([CH3:8])[N:6]=2)[CH:14]=[CH:13][CH:12]=1. The catalyst class is: 12. (3) Reactant: [O:1]1[C:10]2[C:5](=[CH:6][CH:7]=[C:8]3[CH:14]=[CH:13][CH:12]=[CH:11][C:9]3=2)[CH2:4][CH2:3][C@@H:2]1[CH2:15][OH:16].[C:17]1([CH3:27])[CH:22]=[CH:21][C:20]([S:23](Cl)(=[O:25])=[O:24])=[CH:19][CH:18]=1.C(N(CC)C(C)C)(C)C. Product: [CH3:27][C:17]1[CH:22]=[CH:21][C:20]([S:23]([O:16][CH2:15][C@H:2]2[CH2:3][CH2:4][C:5]3[C:10](=[C:9]4[CH:11]=[CH:12][CH:13]=[CH:14][C:8]4=[CH:7][CH:6]=3)[O:1]2)(=[O:25])=[O:24])=[CH:19][CH:18]=1. The catalyst class is: 112. (4) Reactant: [Br:1][C:2]1[CH:3]=[CH:4][C:5]([F:10])=[C:6]([CH:9]=1)[CH:7]=[O:8].O.CC1C=CC(S(O)(=O)=O)=CC=1.[CH2:23](O)[CH2:24][OH:25].C1(C)C=CC=CC=1. Product: [Br:1][C:2]1[CH:3]=[CH:4][C:5]([F:10])=[C:6]([CH:7]2[O:25][CH2:24][CH2:23][O:8]2)[CH:9]=1. The catalyst class is: 25. (5) Reactant: [C:1]([O:5][C:6]([CH3:9])([CH3:8])[CH3:7])(=[O:4])[NH:2][NH2:3].C(N(CC)CC)C.CO[C:19]([C:21]1[N:26]=[C:25]([C:27]2[CH:28]=[N:29][CH:30]=[C:31]([Cl:33])[CH:32]=2)[C:24]2[N:34]([CH2:44][C@H:45]3[CH2:50][CH2:49][C@H:48]([CH3:51])[CH2:47][CH2:46]3)[C:35]([N:37]3[CH2:41][CH2:40][CH2:39][C@H:38]3[CH2:42][F:43])=[N:36][C:23]=2[CH:22]=1)=[NH:20]. Product: [Cl:33][C:31]1[CH:32]=[C:27]([C:25]2[C:24]3[N:34]([CH2:44][C@H:45]4[CH2:50][CH2:49][C@H:48]([CH3:51])[CH2:47][CH2:46]4)[C:35]([N:37]4[CH2:41][CH2:40][CH2:39][C@H:38]4[CH2:42][F:43])=[N:36][C:23]=3[CH:22]=[C:21]([C:19](=[NH:20])[NH:3][NH:2][C:1]([O:5][C:6]([CH3:9])([CH3:8])[CH3:7])=[O:4])[N:26]=2)[CH:28]=[N:29][CH:30]=1. The catalyst class is: 653. (6) Reactant: [Cl:1][C:2]1[N:7]2[N:8]=[C:9]([C:11]3[CH:16]=[CH:15][CH:14]=[CH:13][C:12]=3[Cl:17])[CH:10]=[C:6]2[N:5]=[C:4]([CH3:18])[CH:3]=1.[I:19]N1C(=O)CCC1=O. Product: [Cl:1][C:2]1[N:7]2[N:8]=[C:9]([C:11]3[CH:16]=[CH:15][CH:14]=[CH:13][C:12]=3[Cl:17])[C:10]([I:19])=[C:6]2[N:5]=[C:4]([CH3:18])[CH:3]=1. The catalyst class is: 366. (7) Reactant: [CH:1]1([C:4]2[NH:25][C:7]3=[N:8][CH:9]=[CH:10][C:11]([C:12]4[CH:17]=[CH:16][C:15]([S:18]([NH:21][CH2:22][CH2:23][OH:24])(=[O:20])=[O:19])=[CH:14][CH:13]=4)=[C:6]3[CH:5]=2)[CH2:3][CH2:2]1.[ClH:26]. Product: [ClH:26].[CH:1]1([C:4]2[NH:25][C:7]3=[N:8][CH:9]=[CH:10][C:11]([C:12]4[CH:13]=[CH:14][C:15]([S:18]([NH:21][CH2:22][CH2:23][OH:24])(=[O:20])=[O:19])=[CH:16][CH:17]=4)=[C:6]3[CH:5]=2)[CH2:2][CH2:3]1. The catalyst class is: 71. (8) Reactant: C=CCOC(C1C=CC(Cl)=CC=1Cl)CN1C=NC=C1.OS(O)(=O)=O.[Na].[CH3:26][CH2:27][CH2:28][CH2:29][CH:30]([CH2:33][O:34][C:35]([CH2:37][CH:38]([S:50]([OH:53])(=[O:52])=[O:51])[C:39]([O:41][CH2:42][CH:43]([CH2:46][CH2:47][CH2:48][CH3:49])[CH2:44][CH3:45])=[O:40])=[O:36])[CH2:31][CH3:32].[O-]S([O-])(=O)=O.[Na+].[Na+]. Product: [CH3:26][CH2:27][CH2:28][CH2:29][CH:30]([CH2:33][O:34][C:35]([CH2:37][CH:38]([S:50]([OH:53])(=[O:52])=[O:51])[C:39]([O:41][CH2:42][CH:43]([CH2:46][CH2:47][CH2:48][CH3:49])[CH2:44][CH3:45])=[O:40])=[O:36])[CH2:31][CH3:32]. The catalyst class is: 22. (9) Reactant: FC(F)(F)C(O)=O.[NH2:8][C@@H:9]1[CH2:40][CH2:39][C:12]2[N:13]=[C:14]([NH:16][C:17]([C:19]3[CH:20]=[C:21]([CH:36]=[CH:37][CH:38]=3)[CH2:22][NH:23][C:24](=[O:35])[C:25]3[CH:30]=[CH:29][C:28]([O:31][CH3:32])=[C:27]([O:33][CH3:34])[CH:26]=3)=[O:18])[S:15][C:11]=2[CH2:10]1.CCN(C(C)C)C(C)C.Br[CH2:51][CH2:52][O:53][CH2:54][CH2:55]Br. Product: [CH3:34][O:33][C:27]1[CH:26]=[C:25]([CH:30]=[CH:29][C:28]=1[O:31][CH3:32])[C:24]([NH:23][CH2:22][C:21]1[CH:36]=[CH:37][CH:38]=[C:19]([C:17](=[O:18])[NH:16][C:14]2[S:15][C:11]3[CH2:10][C@H:9]([N:8]4[CH2:55][CH2:54][O:53][CH2:52][CH2:51]4)[CH2:40][CH2:39][C:12]=3[N:13]=2)[CH:20]=1)=[O:35]. The catalyst class is: 3.